This data is from Full USPTO retrosynthesis dataset with 1.9M reactions from patents (1976-2016). The task is: Predict the reactants needed to synthesize the given product. (1) Given the product [CH:29]1([CH2:28][O:1][C:2]2[N:7]=[C:6]([CH:8]3[CH2:13][CH2:12][N:11]([C:14]([O:16][C:17]([CH3:20])([CH3:19])[CH3:18])=[O:15])[CH2:10][CH2:9]3)[CH:5]=[CH:4][CH:3]=2)[CH2:31][CH2:30]1, predict the reactants needed to synthesize it. The reactants are: [OH:1][C:2]1[N:7]=[C:6]([CH:8]2[CH2:13][CH2:12][N:11]([C:14]([O:16][C:17]([CH3:20])([CH3:19])[CH3:18])=[O:15])[CH2:10][CH2:9]2)[CH:5]=[CH:4][CH:3]=1.C(=O)([O-])[O-].[Cs+].[Cs+].Br[CH2:28][CH:29]1[CH2:31][CH2:30]1. (2) Given the product [Br:1][C:2]1[CH:7]=[CH:6][C:5]([C:8](=[N:16][OH:17])[CH2:9][CH2:10][C:11]([O:13][CH3:14])=[O:12])=[CH:4][CH:3]=1, predict the reactants needed to synthesize it. The reactants are: [Br:1][C:2]1[CH:7]=[CH:6][C:5]([C:8](=O)[CH2:9][CH2:10][C:11]([O:13][CH3:14])=[O:12])=[CH:4][CH:3]=1.[NH2:16][OH:17].Cl.CC(O[Na])=O.C([O-])(O)=O.[Na+]. (3) Given the product [CH3:20][C:21]([C:22]1[N:23]=[CH:4][C:5]2[CH2:6][C:7](=[O:18])[NH:8][C:9]3[CH:16]=[CH:15][C:14]([F:17])=[CH:13][C:10]=3[C:11]=2[N:24]=1)([CH3:26])[CH3:25], predict the reactants needed to synthesize it. The reactants are: CN([CH:4]=[C:5]1[C:11](=O)[C:10]2[CH:13]=[C:14]([F:17])[CH:15]=[CH:16][C:9]=2[NH:8][C:7](=[O:18])[CH2:6]1)C.Cl.[CH3:20][C:21]([CH3:26])([CH3:25])[C:22]([NH2:24])=[NH:23]. (4) Given the product [OH:4][CH2:3][C@@H:2]([NH:1][C:17]([O:16][CH2:15][CH2:14][O:13][C:11]([C:10]1[CH:27]=[CH:28][CH:29]=[CH:30][C:9]=1[CH3:8])=[O:12])=[O:18])[C:5]([OH:7])=[O:6], predict the reactants needed to synthesize it. The reactants are: [NH2:1][C@@H:2]([C:5]([OH:7])=[O:6])[CH2:3][OH:4].[CH3:8][C:9]1[CH:30]=[CH:29][CH:28]=[CH:27][C:10]=1[C:11]([O:13][CH2:14][CH2:15][O:16][C:17](ON1C(=O)CCC1=O)=[O:18])=[O:12]. (5) Given the product [ClH:102].[NH2:7][CH:8]([C:9]1[CH:14]=[CH:13][CH:12]=[CH:11][CH:10]=1)[C:15]([NH:16][CH2:17][C:18](=[O:32])[N:19]([C:26]1[CH:27]=[CH:28][CH:29]=[CH:30][CH:31]=1)[C:20]1[CH:25]=[CH:24][CH:23]=[CH:22][CH:21]=1)=[O:33], predict the reactants needed to synthesize it. The reactants are: C(OC(=O)[NH:7][C@@H:8]([C:15](=[O:33])[NH:16][CH2:17][C:18](=[O:32])[N:19]([C:26]1[CH:31]=[CH:30][CH:29]=[CH:28][CH:27]=1)[C:20]1[CH:25]=[CH:24][CH:23]=[CH:22][CH:21]=1)[C:9]1[CH:14]=[CH:13][CH:12]=[CH:11][CH:10]=1)(C)(C)C.C(OC(N[C@H](C1C=CC=CC=1)C(O)=O)=O)(C)(C)C.NCC(N(C1C=CC=CC=1)C1C=CC=CC=1)=O.N1C=CC=CC=1.C1CCC(N=C=NC2CCCCC2)CC1.C1C=CC2N(O)N=NC=2C=1.C(Cl)[Cl:102].C1COCC1. (6) Given the product [CH3:20][C:21]1([CH3:36])[C:29]2[C:24](=[CH:25][C:26]([N:30]3[CH2:35][CH2:34][O:33][CH2:32][CH2:31]3)=[CH:27][CH:28]=2)[N:23]([C:2]2[C:11]3[C:6](=[C:7]([F:12])[CH:8]=[CH:9][CH:10]=3)[N:5]=[C:4]([C:13]3[CH:18]=[CH:17][CH:16]=[CH:15][N:14]=3)[C:3]=2[CH3:19])[CH2:22]1, predict the reactants needed to synthesize it. The reactants are: Cl[C:2]1[C:11]2[C:6](=[C:7]([F:12])[CH:8]=[CH:9][CH:10]=2)[N:5]=[C:4]([C:13]2[CH:18]=[CH:17][CH:16]=[CH:15][N:14]=2)[C:3]=1[CH3:19].[CH3:20][C:21]1([CH3:36])[C:29]2[C:24](=[CH:25][C:26]([N:30]3[CH2:35][CH2:34][O:33][CH2:32][CH2:31]3)=[CH:27][CH:28]=2)[NH:23][CH2:22]1.[H-].[Na+]. (7) Given the product [CH3:1][O:2][C:3]([C:5]1[CH:9]=[CH:8][N:7]([CH2:10][CH2:11][CH2:12][C@H:13]([NH:17][C:18](=[O:44])[C@H:19]([CH2:36][C:37]2[CH:42]=[CH:41][CH:40]=[C:39]([CH3:43])[CH:38]=2)[NH:20][C:21](=[O:35])[CH:22]([C:29]2[CH:34]=[CH:33][CH:32]=[CH:31][CH:30]=2)[C:23]2[CH:24]=[CH:25][CH:26]=[CH:27][CH:28]=2)[C:14]([NH2:46])=[O:16])[N:6]=1)=[O:4], predict the reactants needed to synthesize it. The reactants are: [CH3:1][O:2][C:3]([C:5]1[CH:9]=[CH:8][N:7]([CH2:10][CH2:11][CH2:12][C@H:13]([NH:17][C:18](=[O:44])[C@H:19]([CH2:36][C:37]2[CH:42]=[CH:41][CH:40]=[C:39]([CH3:43])[CH:38]=2)[NH:20][C:21](=[O:35])[CH:22]([C:29]2[CH:34]=[CH:33][CH:32]=[CH:31][CH:30]=2)[C:23]2[CH:28]=[CH:27][CH:26]=[CH:25][CH:24]=2)[C:14]([OH:16])=O)[N:6]=1)=[O:4].C[N:46]1CCOCC1.ClC(OCC(C)C)=O.